From a dataset of Forward reaction prediction with 1.9M reactions from USPTO patents (1976-2016). Predict the product of the given reaction. Given the reactants CCCCCC.[Br:7][C@H:8]([CH:12]([CH3:14])[CH3:13])[C:9]([OH:11])=[O:10].[CH:15]1([NH:21][CH:22]2[CH2:27][CH2:26][CH2:25][CH2:24][CH2:23]2)[CH2:20][CH2:19][CH2:18][CH2:17][CH2:16]1, predict the reaction product. The product is: [CH:22]1([NH:21][CH:15]2[CH2:16][CH2:17][CH2:18][CH2:19][CH2:20]2)[CH2:23][CH2:24][CH2:25][CH2:26][CH2:27]1.[Br:7][C@H:8]([CH:12]([CH3:14])[CH3:13])[C:9]([OH:11])=[O:10].